Predict which catalyst facilitates the given reaction. From a dataset of Catalyst prediction with 721,799 reactions and 888 catalyst types from USPTO. (1) Reactant: Br[C:2]1[CH:7]=[C:6]([F:8])[CH:5]=[CH:4][C:3]=1[S:9]([NH:12][C:13]1[C:22]([C:23]([O:25][CH3:26])=[O:24])=[C:21]2[C:16]([C:17]3[CH:29]=[CH:28][O:27][C:18]=3[CH2:19][O:20]2)=[CH:15][CH:14]=1)(=[O:11])=[O:10].[CH2:30]([N:32]([CH2:49][CH3:50])[CH2:33]/[CH:34]=[CH:35]\[Sn](CCCC)(CCCC)CCCC)[CH3:31].F[B-](F)(F)F.C([PH+](C(C)(C)C)C(C)(C)C)(C)(C)C. Product: [CH2:30]([N:32]([CH2:49][CH3:50])[CH2:33]/[CH:34]=[CH:35]\[C:2]1[CH:7]=[C:6]([F:8])[CH:5]=[CH:4][C:3]=1[S:9]([NH:12][C:13]1[C:22]([C:23]([O:25][CH3:26])=[O:24])=[C:21]2[C:16]([C:17]3[CH:29]=[CH:28][O:27][C:18]=3[CH2:19][O:20]2)=[CH:15][CH:14]=1)(=[O:11])=[O:10])[CH3:31]. The catalyst class is: 62. (2) Reactant: [CH3:1][O:2][C:3](=[O:11])[C:4]1[CH:9]=[CH:8][C:7](F)=[CH:6][CH:5]=1.[CH2:12]([N:14]1[CH2:19][CH2:18][NH:17][CH2:16][CH2:15]1)[CH3:13].C(=O)([O-])[O-].[K+].[K+]. Product: [CH3:1][O:2][C:3](=[O:11])[C:4]1[CH:9]=[CH:8][C:7]([N:17]2[CH2:18][CH2:19][N:14]([CH2:12][CH3:13])[CH2:15][CH2:16]2)=[CH:6][CH:5]=1. The catalyst class is: 44. (3) Reactant: [C:1]([C:5]1[S:9][C:8]([NH:10][C:11](=[O:21])[C:12]2[CH:17]=[C:16]([Cl:18])[CH:15]=[CH:14][C:13]=2[O:19][CH3:20])=[N:7][CH:6]=1)([CH3:4])([CH3:3])[CH3:2].[H-].[Na+].[OH2:24]. Product: [C:1]([C:5]1[S:9]/[C:8](=[N:10]\[C:11](=[O:21])[C:12]2[CH:17]=[C:16]([Cl:18])[CH:15]=[CH:14][C:13]=2[O:19][CH3:20])/[N:7]([CH2:6][CH2:5][C:1]([OH:24])([CH3:3])[CH3:2])[CH:6]=1)([CH3:4])([CH3:2])[CH3:3]. The catalyst class is: 9. (4) Reactant: [Br:1][CH2:2][C:3]1[CH:10]=[CH:9][C:6]([C:7]#N)=[CH:5][C:4]=1[Cl:11].CC(C[AlH]CC(C)C)C.Cl.[OH2:22]. Product: [Br:1][CH2:2][C:3]1[CH:10]=[CH:9][C:6]([CH:7]=[O:22])=[CH:5][C:4]=1[Cl:11]. The catalyst class is: 11.